Task: Regression. Given a peptide amino acid sequence and an MHC pseudo amino acid sequence, predict their binding affinity value. This is MHC class II binding data.. Dataset: Peptide-MHC class II binding affinity with 134,281 pairs from IEDB (1) The peptide sequence is VFRLKGGAPIKGVTF. The binding affinity (normalized) is 1.00. The MHC is DRB1_0101 with pseudo-sequence DRB1_0101. (2) The peptide sequence is RNMTMSMSMILVGVI. The MHC is DRB1_0404 with pseudo-sequence DRB1_0404. The binding affinity (normalized) is 0.275. (3) The peptide sequence is FCVKVLAPYMPDVLE. The MHC is HLA-DQA10501-DQB10303 with pseudo-sequence HLA-DQA10501-DQB10303. The binding affinity (normalized) is 0.549.